This data is from Full USPTO retrosynthesis dataset with 1.9M reactions from patents (1976-2016). The task is: Predict the reactants needed to synthesize the given product. Given the product [C:10]([NH:14][C:2]1[CH:7]=[CH:6][C:5]([C:8]#[N:9])=[CH:4][N:3]=1)([CH3:13])([CH3:12])[CH3:11], predict the reactants needed to synthesize it. The reactants are: Br[C:2]1[CH:7]=[CH:6][C:5]([C:8]#[N:9])=[CH:4][N:3]=1.[C:10]([NH2:14])([CH3:13])([CH3:12])[CH3:11].